Task: Predict the product of the given reaction.. Dataset: Forward reaction prediction with 1.9M reactions from USPTO patents (1976-2016) (1) Given the reactants Cl.[Br:2][C:3]1[C:11]([F:12])=[CH:10][C:6]([C:7]([OH:9])=[O:8])=[C:5]([NH:13]N)[CH:4]=1.[CH3:15][C:16](=O)[CH2:17][CH3:18], predict the reaction product. The product is: [Br:2][C:3]1[C:11]([F:12])=[CH:10][C:6]([C:7]([OH:9])=[O:8])=[C:5]2[C:4]=1[C:16]([CH3:15])=[C:17]([CH3:18])[NH:13]2. (2) Given the reactants [Br:1][C:2]1[CH:3]=[N:4][CH:5]=[C:6]([CH:10]=1)[C:7]([OH:9])=O.[C:11]1([NH:17][C:18]2[CH:23]=[CH:22][CH:21]=[CH:20][C:19]=2[NH2:24])[CH:16]=[CH:15][CH:14]=[CH:13][CH:12]=1.C(N=C=NC(C)C)(C)C.C(N(CC)CC)C, predict the reaction product. The product is: [Br:1][C:2]1[CH:3]=[N:4][CH:5]=[C:6]([CH:10]=1)[C:7]([NH:24][C:19]1[CH:20]=[CH:21][CH:22]=[CH:23][C:18]=1[NH:17][C:11]1[CH:12]=[CH:13][CH:14]=[CH:15][CH:16]=1)=[O:9]. (3) Given the reactants C[Si]([N-][Si](C)(C)C)(C)C.[K+].C1COCC1.[CH3:16][N:17]1[CH2:22][CH2:21][CH2:20][CH:19]([OH:23])[CH2:18]1.F[C:25]1[CH:30]=[CH:29][C:28]([N+:31]([O-])=O)=[CH:27][CH:26]=1, predict the reaction product. The product is: [CH3:16][N:17]1[CH2:22][CH2:21][CH2:20][CH:19]([O:23][C:25]2[CH:30]=[CH:29][C:28]([NH2:31])=[CH:27][CH:26]=2)[CH2:18]1. (4) Given the reactants [Br:1][C:2]1[C:7]2=[N:8][C:9]([C:12]([OH:14])=O)=[CH:10][N:11]=[C:6]2[CH:5]=[N:4][CH:3]=1.[NH2:15][C:16]1([C:19]#[N:20])[CH2:18][CH2:17]1.C(N(CC)CC)C.F[P-](F)(F)(F)(F)F.N1(OC(N(C)C)=[N+](C)C)C2N=CC=CC=2N=N1, predict the reaction product. The product is: [Br:1][C:2]1[C:7]2=[N:8][C:9]([C:12]([NH:15][C:16]3([C:19]#[N:20])[CH2:18][CH2:17]3)=[O:14])=[CH:10][N:11]=[C:6]2[CH:5]=[N:4][CH:3]=1. (5) Given the reactants [F:1][C:2]([F:13])([F:12])[C:3]1[N:4]=[C:5]2[CH2:10][NH:9][CH2:8][CH2:7][N:6]2[CH:11]=1.C(N(CC)CC)C.[Cl:21][C:22]1[C:30]([C:31]([F:34])([F:33])[F:32])=[CH:29][CH:28]=[CH:27][C:23]=1[C:24](Cl)=[O:25], predict the reaction product. The product is: [Cl:21][C:22]1[C:30]([C:31]([F:33])([F:34])[F:32])=[CH:29][CH:28]=[CH:27][C:23]=1[C:24]([N:9]1[CH2:8][CH2:7][N:6]2[CH:11]=[C:3]([C:2]([F:12])([F:1])[F:13])[N:4]=[C:5]2[CH2:10]1)=[O:25]. (6) Given the reactants [Cl:1][C:2]1[CH:7]=[CH:6][C:5]([CH:8]2[CH2:13][CH2:12][CH:11]([C:14]3[O:18][N:17]=[C:16]4[C:19]5[C:24]([CH2:25][CH2:26][C:15]=34)=[CH:23][C:22]([CH:27]([OH:30])CO)=[CH:21][CH:20]=5)[CH2:10][CH2:9]2)=[CH:4][CH:3]=1.I([O-])(=O)(=O)=O.[Na+].[BH4-].[Na+], predict the reaction product. The product is: [Cl:1][C:2]1[CH:3]=[CH:4][C:5]([CH:8]2[CH2:13][CH2:12][CH:11]([C:14]3[O:18][N:17]=[C:16]4[C:19]5[C:24]([CH2:25][CH2:26][C:15]=34)=[CH:23][C:22]([CH2:27][OH:30])=[CH:21][CH:20]=5)[CH2:10][CH2:9]2)=[CH:6][CH:7]=1. (7) Given the reactants CO/N=[C:4](/[C:12]1[O:17][CH2:16][CH2:15]ON=1)\C1C=CC=CC=1O.[C:18]([O:27][CH3:28])(=[O:26])[C:19]1[C:20](=[CH:22][CH:23]=[CH:24][CH:25]=1)[OH:21].C(=O)([O-])[O-:30].[K+].[K+], predict the reaction product. The product is: [CH2:16]([O:17][C:12](=[O:30])[CH2:4][O:21][C:20]1[CH:22]=[CH:23][CH:24]=[CH:25][C:19]=1[C:18]([O:27][CH3:28])=[O:26])[CH3:15]. (8) Given the reactants [CH2:1]([C:12]1[N:16]=[C:15]([C:17]2[CH:18]=[C:19]([CH:22]=[CH:23][CH:24]=2)[CH:20]=O)[O:14][N:13]=1)[CH2:2][CH2:3][CH2:4][CH2:5][CH2:6][CH2:7][CH2:8][CH2:9][CH2:10][CH3:11].Br.[C:26]1([C:34]2[CH:39]=[CH:38][CH:37]=[CH:36][CH:35]=2)[CH:31]=[CH:30][CH:29]=[C:28]([CH2:32][NH2:33])[CH:27]=1, predict the reaction product. The product is: [C:26]1([C:34]2[CH:39]=[CH:38][CH:37]=[CH:36][CH:35]=2)[CH:31]=[CH:30][CH:29]=[C:28]([CH2:32][NH:33][CH2:20][C:19]2[CH:22]=[CH:23][CH:24]=[C:17]([C:15]3[O:14][N:13]=[C:12]([CH2:1][CH2:2][CH2:3][CH2:4][CH2:5][CH2:6][CH2:7][CH2:8][CH2:9][CH2:10][CH3:11])[N:16]=3)[CH:18]=2)[CH:27]=1. (9) Given the reactants [Cl:1][C:2]1[N:7]=[C:6]([C:8]([O:10][CH2:11][CH3:12])=[O:9])[C:5](F)=[CH:4][N:3]=1.[N:14]1([CH2:20][CH2:21][NH2:22])[CH2:19][CH2:18][O:17][CH2:16][CH2:15]1, predict the reaction product. The product is: [Cl:1][C:2]1[N:7]=[C:6]([C:8]([O:10][CH2:11][CH3:12])=[O:9])[C:5]([NH:22][CH2:21][CH2:20][N:14]2[CH2:19][CH2:18][O:17][CH2:16][CH2:15]2)=[CH:4][N:3]=1.